From a dataset of Forward reaction prediction with 1.9M reactions from USPTO patents (1976-2016). Predict the product of the given reaction. Given the reactants [C:1]1([C:31]2[CH:36]=[CH:35][CH:34]=[CH:33][CH:32]=2)[CH:6]=[CH:5][C:4]([CH2:7][C@@H:8]([NH:23][C:24]([C:26]2[N:27]=[N:28][NH:29][CH:30]=2)=[O:25])[CH2:9][C@@:10]([CH3:22])([CH2:14][O:15][CH:16]2[CH2:21]CCC[O:17]2)[C:11]([OH:13])=[O:12])=[CH:3][CH:2]=1.Cl.O1CCOCC1.CC#N.C(Cl)Cl.C(Cl)(=O)C.CCN(C(C)C)C(C)C, predict the reaction product. The product is: [C:16]([O:15][CH2:14][C@:10]([CH3:22])([CH2:9][C@H:8]([NH:23][C:24]([C:26]1[NH:27][N:28]=[N:29][CH:30]=1)=[O:25])[CH2:7][C:4]1[CH:5]=[CH:6][C:1]([C:31]2[CH:32]=[CH:33][CH:34]=[CH:35][CH:36]=2)=[CH:2][CH:3]=1)[C:11]([OH:13])=[O:12])(=[O:17])[CH3:21].